From a dataset of Catalyst prediction with 721,799 reactions and 888 catalyst types from USPTO. Predict which catalyst facilitates the given reaction. (1) Reactant: [H-].[Na+].[C:3]([NH:10][OH:11])([O:5][C:6]([CH3:9])([CH3:8])[CH3:7])=[O:4].[CH:12]1(Br)[CH2:16][CH2:15][CH2:14][CH2:13]1. Product: [C:6]([O:5][C:3](=[O:4])[NH:10][O:11][CH:12]1[CH2:16][CH2:15][CH2:14][CH2:13]1)([CH3:9])([CH3:8])[CH3:7]. The catalyst class is: 1. (2) Reactant: O[CH2:2][C:3]1[CH:12]=[CH:11][C:10]2[C:5](=[CH:6][CH:7]=[C:8]([NH:13][C:14](=[O:16])[CH3:15])[CH:9]=2)[N:4]=1.[CH2:17]([N:19](CC)[CH2:20]C)C.CS(Cl)(=O)=O.Cl.CNC.C(=O)([O-])[O-].[K+].[K+]. Product: [CH3:17][N:19]([CH2:2][C:3]1[CH:12]=[CH:11][C:10]2[C:5](=[CH:6][CH:7]=[C:8]([NH:13][C:14](=[O:16])[CH3:15])[CH:9]=2)[N:4]=1)[CH3:20]. The catalyst class is: 9. (3) Reactant: [OH-].[K+].[C:3]1([C:9]2[N:10]=[C:11]([CH2:14][O:15]C(=O)C3C=CC=CC=3)[S:12][CH:13]=2)[CH:8]=[CH:7][CH:6]=[CH:5][CH:4]=1.C(O)(=O)C1C=CC=CC=1. Product: [C:3]1([C:9]2[N:10]=[C:11]([CH2:14][OH:15])[S:12][CH:13]=2)[CH:4]=[CH:5][CH:6]=[CH:7][CH:8]=1. The catalyst class is: 14.